Predict the reaction yield, written as a fraction of the theoretical maximum amount of product (1.0 means a 100% yield; for example, 0.34 means a 34% yield). From a dataset of Reaction yield outcomes from USPTO patents with 853,638 reactions. (1) The reactants are [Br:1]N1C(=O)CCC1=O.[Br:9][C:10]1[N:11]=[C:12]([CH3:26])[O:13][C:14]=1[C:15]1[CH:20]=[CH:19][C:18]([O:21][C:22]([F:25])([F:24])[F:23])=[CH:17][CH:16]=1. The catalyst is C(Cl)(Cl)(Cl)Cl.C(Cl)Cl. The product is [Br:9][C:10]1[N:11]=[C:12]([CH2:26][Br:1])[O:13][C:14]=1[C:15]1[CH:16]=[CH:17][C:18]([O:21][C:22]([F:23])([F:25])[F:24])=[CH:19][CH:20]=1. The yield is 0.660. (2) The reactants are Br[C:2]1[CH:3]=[C:4]2[N:10]=[CH:9][N:8]([CH2:11][C:12]3[CH:28]=[CH:27][C:15]4[N:16]=[C:17]([NH:19][C@@H:20]5[CH2:25][CH2:24][CH2:23][CH2:22][C@H:21]5[OH:26])[O:18][C:14]=4[CH:13]=3)[C:5]2=[N:6][CH:7]=1.O.[CH3:30][N:31](C=O)C. The catalyst is [C-]#N.[C-]#N.[Zn+2].C1C=CC(/C=C/C(/C=C/C2C=CC=CC=2)=O)=CC=1.C1C=CC(/C=C/C(/C=C/C2C=CC=CC=2)=O)=CC=1.C1C=CC(/C=C/C(/C=C/C2C=CC=CC=2)=O)=CC=1.[Pd].[Pd].C1C=CC(P(C2C=CC=CC=2)[C-]2C=CC=C2)=CC=1.C1C=CC(P(C2C=CC=CC=2)[C-]2C=CC=C2)=CC=1.[Fe+2]. The product is [OH:26][C@@H:21]1[CH2:22][CH2:23][CH2:24][CH2:25][C@H:20]1[NH:19][C:17]1[O:18][C:14]2[CH:13]=[C:12]([CH2:11][N:8]3[C:5]4=[N:6][CH:7]=[C:2]([C:30]#[N:31])[CH:3]=[C:4]4[N:10]=[CH:9]3)[CH:28]=[CH:27][C:15]=2[N:16]=1. The yield is 0.258. (3) The reactants are [C:1]1([CH3:17])[CH:6]=[CH:5][C:4]([C:7]2[CH:16]=[CH:15][CH:14]=[CH:13][C:8]=2[C:9]([O:11]C)=[O:10])=[CH:3][CH:2]=1.[OH-].[Na+]. The catalyst is C(O)C. The product is [C:1]1([CH3:17])[CH:2]=[CH:3][C:4]([C:7]2[CH:16]=[CH:15][CH:14]=[CH:13][C:8]=2[C:9]([OH:11])=[O:10])=[CH:5][CH:6]=1. The yield is 1.00.